This data is from TCR-epitope binding with 47,182 pairs between 192 epitopes and 23,139 TCRs. The task is: Binary Classification. Given a T-cell receptor sequence (or CDR3 region) and an epitope sequence, predict whether binding occurs between them. (1) The epitope is EHPTFTSQYRIQGKL. The TCR CDR3 sequence is CASPGQGAGELFF. Result: 0 (the TCR does not bind to the epitope). (2) The epitope is ISDYDYYRY. The TCR CDR3 sequence is CASSQDTGSDYEQYF. Result: 1 (the TCR binds to the epitope). (3) The epitope is NQKLIANQF. The TCR CDR3 sequence is CSAPPLGLATEQFF. Result: 1 (the TCR binds to the epitope).